From a dataset of Reaction yield outcomes from USPTO patents with 853,638 reactions. Predict the reaction yield, written as a fraction of the theoretical maximum amount of product (1.0 means a 100% yield; for example, 0.34 means a 34% yield). (1) The reactants are C(O[CH:5]1[CH2:10][CH2:9][CH2:8][CH2:7][O:6]1)C#C.[Li]CCCC.[NH4+].[Cl-].[CH3:18][C:19]1[CH:20]=[CH:21][C:22](S(O)(=O)=O)=[CH:23][CH:24]=1.O.C([O-])(O)=O.[Na+]. The catalyst is C1COCC1.CCCCCC. The product is [CH2:20]([C@H:19]1[CH2:18][C@@H:5]1[CH2:10][C:9]#[C:8][CH2:7][OH:6])[CH2:21][CH2:22][CH2:23][CH3:24]. The yield is 0.630. (2) The reactants are [CH2:1]([O:4][CH:5]1[CH:9]([NH:10]C(OC(C)(C)C)=O)[CH2:8][N:7]([C:18]([O:20][CH2:21][C:22]2[CH:27]=[CH:26][CH:25]=[CH:24][CH:23]=2)=[O:19])[CH2:6]1)[CH:2]=[CH2:3].Cl.CO.CCOC(C)=O. The catalyst is C1COCC1.O1CCOCC1.C([O-])(O)=O.[Na+]. The product is [CH2:1]([O:4][C@@H:5]1[C@@H:9]([NH2:10])[CH2:8][N:7]([C:18]([O:20][CH2:21][C:22]2[CH:23]=[CH:24][CH:25]=[CH:26][CH:27]=2)=[O:19])[CH2:6]1)[CH:2]=[CH2:3]. The yield is 0.680. (3) The reactants are CC(OC(/N=N/C(OC(C)C)=O)=O)C.[Cl:15][C:16]1[CH:17]=[C:18]([CH:32]=[C:33]([O:36][CH:37]2[CH2:42][CH2:41][CH2:40][CH2:39][CH2:38]2)[C:34]=1[OH:35])[C:19]([NH:21][C:22]1[CH:31]=[CH:30][C:25]([C:26]([O:28][CH3:29])=[O:27])=[CH:24][CH:23]=1)=[O:20].[CH:43]1(O)[CH2:48][CH2:47][CH2:46][CH2:45][CH2:44]1.C1(P(C2C=CC=CC=2)C2C=CC=CC=2)C=CC=CC=1. The catalyst is C1COCC1. The product is [Cl:15][C:16]1[CH:17]=[C:18]([CH:32]=[C:33]([O:36][CH:37]2[CH2:42][CH2:41][CH2:40][CH2:39][CH2:38]2)[C:34]=1[O:35][CH:43]1[CH2:48][CH2:47][CH2:46][CH2:45][CH2:44]1)[C:19]([NH:21][C:22]1[CH:23]=[CH:24][C:25]([C:26]([O:28][CH3:29])=[O:27])=[CH:30][CH:31]=1)=[O:20]. The yield is 1.00. (4) The reactants are C([O:8][C:9](=[O:25])[C@@H:10]([NH:15][C:16]([N:18]1[CH2:24][CH2:23][CH2:22][CH2:21][CH2:20][CH2:19]1)=[O:17])[CH2:11][CH:12]([CH3:14])[CH3:13])C1C=CC=CC=1. The catalyst is C1COCC1.[Pd]. The product is [N:18]1([C:16]([NH:15][C@@H:10]([CH2:11][CH:12]([CH3:14])[CH3:13])[C:9]([OH:25])=[O:8])=[O:17])[CH2:24][CH2:23][CH2:22][CH2:21][CH2:20][CH2:19]1. The yield is 0.930. (5) The reactants are [CH:1]([C:4]1[C:13]2[O:12][CH2:11][CH2:10][O:9][C:8]=2[CH:7]=[CH:6][C:5]=1[O:14]C)([CH3:3])[CH3:2].B(Br)(Br)Br. The catalyst is C(Cl)Cl. The product is [CH:1]([C:4]1[C:13]2[O:12][CH2:11][CH2:10][O:9][C:8]=2[CH:7]=[CH:6][C:5]=1[OH:14])([CH3:3])[CH3:2]. The yield is 0.630.